This data is from Forward reaction prediction with 1.9M reactions from USPTO patents (1976-2016). The task is: Predict the product of the given reaction. (1) Given the reactants [CH2:1]([C:3]1[C:8](=[O:9])[NH:7][C:6]([CH3:10])=[C:5]([C:11]2[S:15][C:14]([S:16](Cl)(=[O:18])=[O:17])=[CH:13][CH:12]=2)[CH:4]=1)[CH3:2].[O:20]1[CH:24]=[CH:23][CH:22]=[C:21]1[CH2:25][NH2:26], predict the reaction product. The product is: [O:20]1[CH:24]=[CH:23][CH:22]=[C:21]1[CH2:25][NH:26][S:16]([C:14]1[S:15][C:11]([C:5]2[CH:4]=[C:3]([CH2:1][CH3:2])[C:8](=[O:9])[NH:7][C:6]=2[CH3:10])=[CH:12][CH:13]=1)(=[O:18])=[O:17]. (2) Given the reactants [CH3:1][O:2][CH2:3][CH2:4][C:5]([C:12]1[S:13][C:14]2[CH:21]=[C:20]([C:22]([F:25])([F:24])[F:23])[CH:19]=[CH:18][C:15]=2[C:16]=1[CH3:17])=[CH:6][C:7]([O:9][CH2:10][CH3:11])=[O:8], predict the reaction product. The product is: [CH3:1][O:2][CH2:3][CH2:4][CH:5]([C:12]1[S:13][C:14]2[CH:21]=[C:20]([C:22]([F:23])([F:25])[F:24])[CH:19]=[CH:18][C:15]=2[C:16]=1[CH3:17])[CH2:6][C:7]([O:9][CH2:10][CH3:11])=[O:8]. (3) Given the reactants O.[OH-].[Li+:3].[CH3:4][O:5][C:6]1[N:11]=[CH:10][C:9]([N:12]2[C:16]([C:17]3[N:18]=[N:19][CH:20]=[CH:21][CH:22]=3)=[CH:15][C:14]([C:23]([O:25]C)=[O:24])=[N:13]2)=[CH:8][CH:7]=1, predict the reaction product. The product is: [CH3:4][O:5][C:6]1[N:11]=[CH:10][C:9]([N:12]2[C:16]([C:17]3[N:18]=[N:19][CH:20]=[CH:21][CH:22]=3)=[CH:15][C:14]([C:23]([O-:25])=[O:24])=[N:13]2)=[CH:8][CH:7]=1.[Li+:3]. (4) Given the reactants [CH3:1][O:2][CH2:3][N:4]1[C:8]2[CH:9]=[CH:10][C:11]([CH:13]([C:15]3[CH:19]=[CH:18][N:17]([C:20]4[N:25]=[CH:24][C:23]([NH:26][CH2:27][C:28]([O:30][CH2:31][CH3:32])=[O:29])=[CH:22][CH:21]=4)[N:16]=3)[CH3:14])=[CH:12][C:7]=2[S:6][C:5]1=[O:33].[H-].[Na+].[CH3:36]I, predict the reaction product. The product is: [CH3:1][O:2][CH2:3][N:4]1[C:8]2[CH:9]=[CH:10][C:11]([CH:13]([C:15]3[CH:19]=[CH:18][N:17]([C:20]4[N:25]=[CH:24][C:23]([N:26]([CH3:36])[CH2:27][C:28]([O:30][CH2:31][CH3:32])=[O:29])=[CH:22][CH:21]=4)[N:16]=3)[CH3:14])=[CH:12][C:7]=2[S:6][C:5]1=[O:33].